From a dataset of Forward reaction prediction with 1.9M reactions from USPTO patents (1976-2016). Predict the product of the given reaction. (1) Given the reactants [K].[C:2]([O-])(C)(C)C.[CH3:7][O:8][C:9]1[CH:10]=[C:11]2[C:15](=[CH:16][CH:17]=1)[NH:14][C:13](=[O:18])[C:12]2([O:29][C:30]([N:32]1[CH2:37][CH2:36][N:35](N2CCC(C)CC2)[CH2:34][CH2:33]1)=[O:31])[C:19]1[CH:24]=[CH:23][CH:22]=[CH:21][C:20]=1[O:25][CH2:26][CH2:27][CH3:28].[CH3:45][O:46][C:47]1[CH:52]=[C:51]([O:53][CH3:54])[CH:50]=[CH:49][C:48]=1[S:55](Cl)(=[O:57])=[O:56].[OH-].[Na+].Cl.[C:62]1([NH2:73])[C:67](F)=[C:66](F)[C:65](F)=[C:64](N)C=1F.Cl.Cl, predict the reaction product. The product is: [CH3:45][O:46][C:47]1[CH:52]=[C:51]([O:53][CH3:54])[CH:50]=[CH:49][C:48]=1[S:55]([N:14]1[C:15]2[C:11](=[CH:10][C:9]([O:8][CH3:7])=[CH:17][CH:16]=2)[C:12]([O:29][C:30]([N:32]2[CH2:37][CH2:36][N:35]([CH:66]3[CH2:65][CH2:64][N:73]([CH3:2])[CH2:62][CH2:67]3)[CH2:34][CH2:33]2)=[O:31])([C:19]2[CH:24]=[CH:23][CH:22]=[CH:21][C:20]=2[O:25][CH2:26][CH2:27][CH3:28])[C:13]1=[O:18])(=[O:57])=[O:56]. (2) Given the reactants [CH3:1][NH:2][C:3]1[C:12]2[C:7](=[CH:8][CH:9]=[C:10](B3OC(C)(C)C(C)(C)O3)[CH:11]=2)[N:6]=[C:5]([C:22]2[CH:23]=[N:24][CH:25]=[CH:26][CH:27]=2)[N:4]=1.Br[C:29]1[CH:30]=[CH:31][C:32]2[N:37]([CH2:38][CH3:39])[C:36](=[O:40])[CH2:35][S:34][C:33]=2[CH:41]=1.C(=O)([O-])[O-].[K+].[K+].C(O)C, predict the reaction product. The product is: [CH2:38]([N:37]1[C:36](=[O:40])[CH2:35][S:34][C:33]2[CH:41]=[C:29]([C:10]3[CH:11]=[C:12]4[C:7](=[CH:8][CH:9]=3)[N:6]=[C:5]([C:22]3[CH:23]=[N:24][CH:25]=[CH:26][CH:27]=3)[N:4]=[C:3]4[NH:2][CH3:1])[CH:30]=[CH:31][C:32]1=2)[CH3:39]. (3) Given the reactants [CH2:1]([O:8][C:9]1[CH:14]=[CH:13][C:12](Br)=[CH:11][CH:10]=1)[C:2]1[CH:7]=[CH:6][CH:5]=[CH:4][CH:3]=1.C([Li])CCC.CON(C)[C:24]([CH:26]1[CH2:29][N:28]([C:30]([O:32][C:33]([CH3:36])([CH3:35])[CH3:34])=[O:31])[CH2:27]1)=[O:25], predict the reaction product. The product is: [C:33]([O:32][C:30]([N:28]1[CH2:29][CH:26]([C:24](=[O:25])[C:12]2[CH:13]=[CH:14][C:9]([O:8][CH2:1][C:2]3[CH:7]=[CH:6][CH:5]=[CH:4][CH:3]=3)=[CH:10][CH:11]=2)[CH2:27]1)=[O:31])([CH3:36])([CH3:35])[CH3:34].